Dataset: CYP3A4 inhibition data for predicting drug metabolism from PubChem BioAssay. Task: Regression/Classification. Given a drug SMILES string, predict its absorption, distribution, metabolism, or excretion properties. Task type varies by dataset: regression for continuous measurements (e.g., permeability, clearance, half-life) or binary classification for categorical outcomes (e.g., BBB penetration, CYP inhibition). Dataset: cyp3a4_veith. The molecule is CN(Cc1ccco1)c1ncnc2ccc(-c3ccoc3)cc12. The result is 1 (inhibitor).